Dataset: Reaction yield outcomes from USPTO patents with 853,638 reactions. Task: Predict the reaction yield, written as a fraction of the theoretical maximum amount of product (1.0 means a 100% yield; for example, 0.34 means a 34% yield). (1) The reactants are C[Sn](C)(C)[C:3]1[CH:23]=[CH:22][C:6]2[N:7]3[CH:12]=[C:11]([C:13]4[CH:18]=[CH:17][C:16]([N:19]([CH3:21])[CH3:20])=[CH:15][CH:14]=4)[N:10]=[C:8]3[S:9][C:5]=2[CH:4]=1.[I:26]I.[O-]S([O-])(=S)=O.[Na+].[Na+]. The catalyst is C(Cl)Cl. The product is [I:26][C:3]1[CH:23]=[CH:22][C:6]2[N:7]3[CH:12]=[C:11]([C:13]4[CH:18]=[CH:17][C:16]([N:19]([CH3:21])[CH3:20])=[CH:15][CH:14]=4)[N:10]=[C:8]3[S:9][C:5]=2[CH:4]=1. The yield is 0.150. (2) The reactants are [Si:1]([O:8][C:9]1[CH:10]=[CH:11][CH:12]=[C:13]2[C:18]=1[N:17]=[C:16]([CH:19]=[N:20][NH:21][C:22]1[CH:27]=[C:26]([O:28][CH2:29][CH2:30][O:31][CH3:32])[CH:25]=[CH:24][N:23]=1)[CH:15]=[CH:14]2)([C:4]([CH3:7])([CH3:6])[CH3:5])([CH3:3])[CH3:2].C(O)(=O)C.C(O)(=O)C.I(C1C=CC=CC=1)=O. The catalyst is C(Cl)Cl. The product is [Si:1]([O:8][C:9]1[CH:10]=[CH:11][CH:12]=[C:13]2[C:18]=1[N:17]=[C:16]([C:19]1[N:23]3[CH:24]=[CH:25][C:26]([O:28][CH2:29][CH2:30][O:31][CH3:32])=[CH:27][C:22]3=[N:21][N:20]=1)[CH:15]=[CH:14]2)([C:4]([CH3:7])([CH3:6])[CH3:5])([CH3:3])[CH3:2]. The yield is 0.700. (3) The reactants are [NH2:1][CH:2]1[CH2:7][CH2:6][N:5]([CH2:8][CH2:9][N:10]2[C:15]3[CH:16]=[C:17]([C:20]([O:22][CH3:23])=[O:21])[CH:18]=[CH:19][C:14]=3[O:13][CH2:12][C:11]2=[O:24])[CH2:4][CH2:3]1.[O:25]=[C:26]1[CH2:31][O:30][C:29]2[CH:32]=[CH:33][C:34]([CH:36]=O)=[N:35][C:28]=2[NH:27]1.C([BH3-])#N.[Na+]. No catalyst specified. The product is [O:24]=[C:11]1[N:10]([CH2:9][CH2:8][N:5]2[CH2:6][CH2:7][CH:2]([NH:1][CH2:36][C:34]3[CH:33]=[CH:32][C:29]4[O:30][CH2:31][C:26](=[O:25])[NH:27][C:28]=4[N:35]=3)[CH2:3][CH2:4]2)[C:15]2[CH:16]=[C:17]([C:20]([O:22][CH3:23])=[O:21])[CH:18]=[CH:19][C:14]=2[O:13][CH2:12]1. The yield is 0.130. (4) The reactants are [OH:1][C:2]1[C:3](=[O:29])[C:4]([C:18]2[N:22]([C:23]3[CH:28]=[CH:27][CH:26]=[CH:25][CH:24]=3)[N:21]=[CH:20][CH:19]=2)=[N:5][N:6]([C:8]2[CH:13]=[CH:12][CH:11]=[C:10]([C:14]([F:17])([F:16])[F:15])[CH:9]=2)[CH:7]=1.I[CH:31]([CH3:33])[CH3:32].C([O-])([O-])=O.[K+].[K+].O. The catalyst is CN(C=O)C. The product is [CH3:32][CH:31]([O:1][C:2]1[C:3](=[O:29])[C:4]([C:18]2[N:22]([C:23]3[CH:24]=[CH:25][CH:26]=[CH:27][CH:28]=3)[N:21]=[CH:20][CH:19]=2)=[N:5][N:6]([C:8]2[CH:13]=[CH:12][CH:11]=[C:10]([C:14]([F:16])([F:15])[F:17])[CH:9]=2)[CH:7]=1)[CH3:33]. The yield is 0.720. (5) The reactants are [CH3:1][CH:2]1[N:7]([CH3:8])[CH:6]([CH3:9])[CH2:5][N:4]([C:10]2[CH:20]=[CH:19][C:13]([C:14]([O:16]CC)=O)=[CH:12][CH:11]=2)[CH2:3]1.[NH2:21][C:22]1[N:26](C(OC(C)(C)C)=O)[N:25]=[C:24]([CH2:34][CH2:35][C:36]2[CH:41]=[C:40]([O:42][CH3:43])[CH:39]=[C:38]([O:44][CH3:45])[CH:37]=2)[CH:23]=1.C[Si]([N-][Si](C)(C)C)(C)C.[Na+]. The catalyst is C1COCC1. The product is [CH3:43][O:42][C:40]1[CH:41]=[C:36]([CH2:35][CH2:34][C:24]2[NH:25][N:26]=[C:22]([NH:21][C:14](=[O:16])[C:13]3[CH:12]=[CH:11][C:10]([N:4]4[CH2:5][CH:6]([CH3:9])[N:7]([CH3:8])[CH:2]([CH3:1])[CH2:3]4)=[CH:20][CH:19]=3)[CH:23]=2)[CH:37]=[C:38]([O:44][CH3:45])[CH:39]=1. The yield is 0.0560. (6) The reactants are C([O:14][C:15]([C:17]1([O:20]/[N:21]=[C:22](/[C:61]2[N:62]=[C:63]([NH:66]C(OC(C)(C)C)=O)[S:64][CH:65]=2)\[C:23]([NH:25][C@@H:26]2[C:29](=[O:30])[N:28]([S:31]([OH:34])(=[O:33])=[O:32])[C@@H:27]2[CH2:35][N:36]2[N:40]=[C:39]([CH2:41][N:42](C(OC(C)(C)C)=O)[CH2:43][CH2:44][CH2:45][NH:46]C(OC(C)(C)C)=O)[CH:38]=[N:37]2)=[O:24])[CH2:19][CH2:18]1)=[O:16])(C1C=CC=CC=1)C1C=CC=CC=1.C(O)(C(F)(F)F)=O. The catalyst is C(Cl)Cl. The product is [NH2:46][CH2:45][CH2:44][CH2:43][NH:42][CH2:41][C:39]1[CH:38]=[N:37][N:36]([CH2:35][C@@H:27]2[C@H:26]([NH:25][C:23](=[O:24])/[C:22](=[N:21]\[O:20][C:17]3([C:15]([OH:16])=[O:14])[CH2:18][CH2:19]3)/[C:61]3[N:62]=[C:63]([NH2:66])[S:64][CH:65]=3)[C:29](=[O:30])[N:28]2[S:31]([OH:34])(=[O:32])=[O:33])[N:40]=1. The yield is 0.420. (7) The reactants are Br[C:2]1[CH:3]=[C:4]2[N:12]([CH3:13])[CH:11]=[CH:10][C:5]2=[N:6][C:7]=1[C:8]#[N:9].[NH:14]1[CH2:17][CH:16]([OH:18])[CH2:15]1.CC1(C)C2C(=C(P(C3C=CC=CC=3)C3C=CC=CC=3)C=CC=2)OC2C(P(C3C=CC=CC=3)C3C=CC=CC=3)=CC=CC1=2.C(=O)([O-])[O-].[Cs+].[Cs+]. The catalyst is O1CCOCC1.CC([O-])=O.CC([O-])=O.[Pd+2]. The product is [OH:18][CH:16]1[CH2:17][N:14]([C:2]2[CH:3]=[C:4]3[N:12]([CH3:13])[CH:11]=[CH:10][C:5]3=[N:6][C:7]=2[C:8]#[N:9])[CH2:15]1. The yield is 0.670. (8) The reactants are [O:1]1[C:5]2[CH:6]=[CH:7][C:8]([C:10]3([C:13]([NH:15][C:16]4[CH:17]=[C:18]5[C:22](=[CH:23][CH:24]=4)[NH:21][C:20]([C:25]([CH3:28])([CH3:27])[CH3:26])=[C:19]5[CH:29]=O)=[O:14])[CH2:12][CH2:11]3)=[CH:9][C:4]=2[O:3][CH2:2]1.Cl.[NH2:32][OH:33]. The catalyst is ClCCl. The product is [O:1]1[C:5]2[CH:6]=[CH:7][C:8]([C:10]3([C:13]([NH:15][C:16]4[CH:17]=[C:18]5[C:22](=[CH:23][CH:24]=4)[NH:21][C:20]([C:25]([CH3:28])([CH3:26])[CH3:27])=[C:19]5/[CH:29]=[N:32]\[OH:33])=[O:14])[CH2:12][CH2:11]3)=[CH:9][C:4]=2[O:3][CH2:2]1. The yield is 0.770.